From a dataset of Full USPTO retrosynthesis dataset with 1.9M reactions from patents (1976-2016). Predict the reactants needed to synthesize the given product. (1) Given the product [Cl:1][C:2]1[CH:7]=[C:6]([F:8])[CH:5]=[CH:4][C:3]=1[CH:9]1[CH2:10][CH2:11][C:12](=[O:15])[CH2:13][CH2:14]1, predict the reactants needed to synthesize it. The reactants are: [Cl:1][C:2]1[CH:7]=[C:6]([F:8])[CH:5]=[CH:4][C:3]=1[CH:9]1[CH2:14][CH2:13][CH:12]([OH:15])[CH2:11][CH2:10]1.[OH-].[Na+]. (2) Given the product [CH3:1][C:2]1[C:3]([C:11]2[S:12][C:13]([C:28]([OH:30])=[O:29])=[CH:14][CH:15]=2)=[N:4][NH:5][C:6]=1[C:7]([F:8])([F:10])[F:9], predict the reactants needed to synthesize it. The reactants are: [CH3:1][C:2]1[C:3]([C:11]2[S:12][CH:13]=[CH:14][CH:15]=2)=[N:4][NH:5][C:6]=1[C:7]([F:10])([F:9])[F:8].C([Li])CCC.CCCCCC.Cl[C:28]([O:30]CC)=[O:29]. (3) Given the product [N:11]1([C:2]2[C:7]([F:8])=[C:6]([NH:26][NH2:27])[N:5]=[C:4]([CH3:10])[N:3]=2)[CH2:15][CH:14]=[CH:13][CH2:12]1, predict the reactants needed to synthesize it. The reactants are: Cl[C:2]1[C:7]([F:8])=[C:6](Cl)[N:5]=[C:4]([CH3:10])[N:3]=1.[NH:11]1[CH2:15][CH:14]=[CH:13][CH2:12]1.CCN(C(C)C)C(C)C.[Cl-].[NH2:26][NH2:27]. (4) Given the product [I:26][C:8]1[CH:7]=[C:6]([C:9]2[CH:10]=[CH:11][C:12]([C:16]([O:18][CH2:19][C:20]3[CH:25]=[CH:24][CH:23]=[CH:22][CH:21]=3)=[O:17])=[N:13][C:14]=2[CH3:15])[CH:5]=[CH:4][C:3]=1[O:2][CH3:1], predict the reactants needed to synthesize it. The reactants are: [CH3:1][O:2][C:3]1[CH:8]=[CH:7][C:6]([C:9]2[CH:10]=[CH:11][C:12]([C:16]([O:18][CH2:19][C:20]3[CH:25]=[CH:24][CH:23]=[CH:22][CH:21]=3)=[O:17])=[N:13][C:14]=2[CH3:15])=[CH:5][CH:4]=1.[I:26]I. (5) Given the product [CH2:13]([O:20][C:21]1[CH:22]=[CH:23][C:24]([CH2:27][CH2:28][CH:7]([S:4]([CH3:3])(=[O:6])=[O:5])[C:8]([O:10][CH2:11][CH3:12])=[O:9])=[CH:25][CH:26]=1)[C:14]1[CH:15]=[CH:16][CH:17]=[CH:18][CH:19]=1, predict the reactants needed to synthesize it. The reactants are: [H-].[Na+].[CH3:3][S:4]([CH2:7][C:8]([O:10][CH2:11][CH3:12])=[O:9])(=[O:6])=[O:5].[CH2:13]([O:20][C:21]1[CH:26]=[CH:25][C:24]([CH2:27][CH2:28]I)=[CH:23][CH:22]=1)[C:14]1[CH:19]=[CH:18][CH:17]=[CH:16][CH:15]=1.